The task is: Predict the product of the given reaction.. This data is from Forward reaction prediction with 1.9M reactions from USPTO patents (1976-2016). Given the reactants C([O:8][CH2:9][CH2:10][C@H:11]([NH:28][C:29]1[N:37]=[CH:36][N:35]=[C:34]2[C:30]=1[N:31]=[CH:32][NH:33]2)[C:12]1[N:16]([C:17]2[CH:22]=[CH:21][CH:20]=[CH:19][CH:18]=2)[C:15]2[CH:23]=[C:24]([F:27])[CH:25]=[CH:26][C:14]=2[N:13]=1)C1C=CC=CC=1.B(Br)(Br)Br.CO, predict the reaction product. The product is: [F:27][C:24]1[CH:25]=[CH:26][C:14]2[N:13]=[C:12]([C@@H:11]([NH:28][C:29]3[N:37]=[CH:36][N:35]=[C:34]4[C:30]=3[N:31]=[CH:32][NH:33]4)[CH2:10][CH2:9][OH:8])[N:16]([C:17]3[CH:18]=[CH:19][CH:20]=[CH:21][CH:22]=3)[C:15]=2[CH:23]=1.